From a dataset of Catalyst prediction with 721,799 reactions and 888 catalyst types from USPTO. Predict which catalyst facilitates the given reaction. Reactant: [CH2:1]([O:8][C:9](=[O:18])[NH:10][C@H:11]1[CH2:16][CH2:15][C@H:14]([OH:17])[CH2:13][CH2:12]1)[C:2]1[CH:7]=[CH:6][CH:5]=[CH:4][CH:3]=1.N1C=CN=C1.[Si:24](Cl)([C:27]([CH3:30])([CH3:29])[CH3:28])([CH3:26])[CH3:25]. Product: [CH2:1]([O:8][C:9](=[O:18])[NH:10][C@H:11]1[CH2:16][CH2:15][C@H:14]([O:17][Si:24]([C:27]([CH3:30])([CH3:29])[CH3:28])([CH3:26])[CH3:25])[CH2:13][CH2:12]1)[C:2]1[CH:3]=[CH:4][CH:5]=[CH:6][CH:7]=1. The catalyst class is: 1.